This data is from Reaction yield outcomes from USPTO patents with 853,638 reactions. The task is: Predict the reaction yield, written as a fraction of the theoretical maximum amount of product (1.0 means a 100% yield; for example, 0.34 means a 34% yield). (1) The reactants are C([Si]([O:8][C:9]1[CH:14]=[CH:13][CH:12]=[C:11]([CH:15]2[CH2:17][CH2:16]2)[CH:10]=1)(C)C)(C)(C)C.CCCC[N+](CCCC)(CCCC)CCCC.[F-]. The catalyst is C1COCC1.CCOC(C)=O.O. The product is [CH:15]1([C:11]2[CH:10]=[C:9]([OH:8])[CH:14]=[CH:13][CH:12]=2)[CH2:17][CH2:16]1. The yield is 0.950. (2) The reactants are Br[C:2]1[C:3]2[C:4]3[CH:17]=[CH:16][S:15][C:5]=3[C:6](=[O:14])[NH:7][C:8]=2[CH:9]=[CH:10][C:11]=1[O:12][CH3:13].[C:18]([O:22][C:23]([NH:25][CH2:26][C:27]1[S:31][C:30](B(O)O)=[CH:29][CH:28]=1)=[O:24])([CH3:21])([CH3:20])[CH3:19]. No catalyst specified. The product is [C:18]([O:22][C:23](=[O:24])[NH:25][CH2:26][C:27]1[S:31][C:30]([C:2]2[C:3]3[C:4]4[CH:17]=[CH:16][S:15][C:5]=4[C:6](=[O:14])[NH:7][C:8]=3[CH:9]=[CH:10][C:11]=2[O:12][CH3:13])=[CH:29][CH:28]=1)([CH3:21])([CH3:19])[CH3:20]. The yield is 0.180. (3) The reactants are [CH3:1][O:2][C:3]([C:5]1[S:6][C:7]([CH:13]([OH:15])[CH3:14])=[C:8]2[CH2:12][CH2:11][CH2:10][C:9]=12)=[O:4]. The catalyst is ClCCl.[O-2].[O-2].[Mn+4]. The product is [CH3:1][O:2][C:3]([C:5]1[S:6][C:7]([C:13](=[O:15])[CH3:14])=[C:8]2[CH2:12][CH2:11][CH2:10][C:9]=12)=[O:4]. The yield is 0.945. (4) The reactants are [CH2:1]([O:8][C:9]1[CH:17]=[CH:16][C:12]([C:13]([OH:15])=O)=[CH:11][CH:10]=1)[C:2]1[CH:7]=[CH:6][CH:5]=[CH:4][CH:3]=1.C(Cl)(=O)C(Cl)=O.[NH2:24][C:25]1[CH:26]=[C:27]([CH:34]=[CH:35][C:36]=1[CH3:37])[C:28]([NH:30][CH:31]1[CH2:33][CH2:32]1)=[O:29].N1C=CC=CC=1. The catalyst is C(Cl)Cl.CN(C=O)C. The product is [CH2:1]([O:8][C:9]1[CH:10]=[CH:11][C:12]([C:13]([NH:24][C:25]2[CH:26]=[C:27]([CH:34]=[CH:35][C:36]=2[CH3:37])[C:28]([NH:30][CH:31]2[CH2:32][CH2:33]2)=[O:29])=[O:15])=[CH:16][CH:17]=1)[C:2]1[CH:3]=[CH:4][CH:5]=[CH:6][CH:7]=1. The yield is 0.870. (5) The reactants are CN(C)/[CH:3]=[CH:4]/[C:5]1[N:10]=[C:9](/[N:11]=[CH:12]/[N:13]([CH3:15])[CH3:14])[CH:8]=[CH:7][C:6]=1[N+:16]([O-])=O. The catalyst is CCO.[Pd]. The product is [CH3:15][N:13]([CH3:14])/[CH:12]=[N:11]/[C:9]1[N:10]=[C:5]2[CH:4]=[CH:3][NH:16][C:6]2=[CH:7][CH:8]=1. The yield is 1.00. (6) The reactants are C([O:8][C:9]1[CH:14]=[CH:13][C:12]([C:15]2[C:16](=[O:26])[O:17][CH2:18][C:19]=2[C:20]2[CH:25]=[CH:24][N:23]=[CH:22][CH:21]=2)=[CH:11][CH:10]=1)C1C=CC=CC=1. The catalyst is Br.CC(O)=O. The product is [OH:8][C:9]1[CH:10]=[CH:11][C:12]([C:15]2[C:16](=[O:26])[O:17][CH2:18][C:19]=2[C:20]2[CH:25]=[CH:24][N:23]=[CH:22][CH:21]=2)=[CH:13][CH:14]=1. The yield is 0.950. (7) The reactants are [OH:1][C:2]1[C:7]([C:8]([O:10][CH2:11][CH3:12])=[O:9])=[C:6]([CH3:13])[C:5]([O:14][S:15]([CH3:18])(=[O:17])=[O:16])=[CH:4][CH:3]=1.[Br:19]N1C(=O)CCC1=O. The catalyst is C(#N)C. The product is [Br:19][C:3]1[C:2]([OH:1])=[C:7]([C:6]([CH3:13])=[C:5]([O:14][S:15]([CH3:18])(=[O:17])=[O:16])[CH:4]=1)[C:8]([O:10][CH2:11][CH3:12])=[O:9]. The yield is 0.790.